This data is from Forward reaction prediction with 1.9M reactions from USPTO patents (1976-2016). The task is: Predict the product of the given reaction. (1) Given the reactants C(N(CC)CC)C.[CH3:8][C:9]1([CH3:35])[NH:13][CH2:12][CH:11]([CH2:14][N:15]2[C:23]3[C:18](=[CH:19][C:20]([C:24]4[CH:25]=[N:26][N:27]([CH:29]5[CH2:34][CH2:33][CH2:32][CH2:31][O:30]5)[CH:28]=4)=[CH:21][CH:22]=3)[CH:17]=[N:16]2)[CH2:10]1.[C:36]1([CH2:42][CH2:43][C:44](Cl)=[O:45])[CH:41]=[CH:40][CH:39]=[CH:38][CH:37]=1.C(=O)(O)[O-].[Na+], predict the reaction product. The product is: [CH3:8][C:9]1([CH3:35])[CH2:10][CH:11]([CH2:14][N:15]2[C:23]3[C:18](=[CH:19][C:20]([C:24]4[CH:25]=[N:26][N:27]([CH:29]5[CH2:34][CH2:33][CH2:32][CH2:31][O:30]5)[CH:28]=4)=[CH:21][CH:22]=3)[CH:17]=[N:16]2)[CH2:12][N:13]1[C:44](=[O:45])[CH2:43][CH2:42][C:36]1[CH:41]=[CH:40][CH:39]=[CH:38][CH:37]=1. (2) The product is: [NH:23]1[CH2:22][CH2:21][CH:20]([C:17]2[CH:18]=[CH:19][C:11]3[C:10]4[N:33]=[C:7]([N:6]5[C:2]([CH3:36])([CH3:1])[C:3](=[O:35])[NH:4][C:5]5=[O:34])[S:8][C:9]=4[CH2:15][CH2:14][O:13][C:12]=3[CH:16]=2)[CH2:25][CH2:24]1. Given the reactants [CH3:1][C:2]1([CH3:36])[N:6]([C:7]2[S:8][C:9]3[CH2:15][CH2:14][O:13][C:12]4[CH:16]=[C:17]([CH:20]5[CH2:25][CH2:24][N:23](C(OC(C)(C)C)=O)[CH2:22][CH2:21]5)[CH:18]=[CH:19][C:11]=4[C:10]=3[N:33]=2)[C:5](=[O:34])[NH:4][C:3]1=[O:35], predict the reaction product. (3) Given the reactants [CH3:1][O:2][C:3]1[CH:11]=[CH:10][C:6]([C:7]([OH:9])=O)=[CH:5][C:4]=1[C:12]#[C:13][C:14]1[CH:19]=[CH:18][CH:17]=[CH:16][N:15]=1.C1C=CC2N(O)N=NC=2C=1.C(Cl)CCl.[CH2:34]1[C:42]2[C:37](=[CH:38][CH:39]=[CH:40][CH:41]=2)[CH2:36][NH:35]1, predict the reaction product. The product is: [CH3:1][O:2][C:3]1[CH:11]=[CH:10][C:6]([C:7]([N:35]2[CH2:36][C:37]3[C:42](=[CH:41][CH:40]=[CH:39][CH:38]=3)[CH2:34]2)=[O:9])=[CH:5][C:4]=1[C:12]#[C:13][C:14]1[CH:19]=[CH:18][CH:17]=[CH:16][N:15]=1. (4) Given the reactants Br[C:2]1[CH:7]=[CH:6][C:5]([C:8]2[C:12]3[CH2:13][C:14]4[S:15][CH:16]=[CH:17][C:18]=4[C:11]=3[N:10]([CH2:19][O:20][CH2:21][CH2:22][Si:23]([CH3:26])([CH3:25])[CH3:24])[N:9]=2)=[CH:4][CH:3]=1.[NH2:27][C:28]1[CH:29]=[C:30]([OH:34])[CH:31]=[CH:32][CH:33]=1.C([O-])([O-])=O.[Cs+].[Cs+].CC1(C)C2C(=C(P(C3C=CC=CC=3)C3C=CC=CC=3)C=CC=2)OC2C(P(C3C=CC=CC=3)C3C=CC=CC=3)=CC=CC1=2, predict the reaction product. The product is: [CH3:24][Si:23]([CH3:26])([CH3:25])[CH2:22][CH2:21][O:20][CH2:19][N:10]1[C:11]2[C:18]3[CH:17]=[CH:16][S:15][C:14]=3[CH2:13][C:12]=2[C:8]([C:5]2[CH:6]=[CH:7][C:2]([NH:27][C:28]3[CH:29]=[C:30]([OH:34])[CH:31]=[CH:32][CH:33]=3)=[CH:3][CH:4]=2)=[N:9]1. (5) The product is: [CH3:26][N:17]([CH3:16])[C:18]1[CH:19]=[C:20]([NH:25][CH2:2][CH2:3][CH2:4][CH2:5][CH2:6][CH2:7][P:8](=[O:15])([O:12][CH2:13][CH3:14])[O:9][CH2:10][CH3:11])[CH:21]=[CH:22][C:23]=1[CH3:24]. Given the reactants Br[CH2:2][CH2:3][CH2:4][CH2:5][CH2:6][CH2:7][P:8](=[O:15])([O:12][CH2:13][CH3:14])[O:9][CH2:10][CH3:11].[CH3:16][N:17]([CH3:26])[C:18]1[C:23]([CH3:24])=[CH:22][CH:21]=[C:20]([NH2:25])[CH:19]=1, predict the reaction product. (6) Given the reactants [Cl:1][C:2]1[CH:7]=[CH:6][C:5]([N:8]=[C:9]=[O:10])=[CH:4][CH:3]=1.[NH2:11][C:12]1[CH:13]=[C:14]([B:18]([OH:20])[OH:19])[CH:15]=[CH:16][CH:17]=1, predict the reaction product. The product is: [Cl:1][C:2]1[CH:7]=[CH:6][C:5]([NH:8][C:9]([NH:11][C:12]2[CH:13]=[C:14]([B:18]([OH:20])[OH:19])[CH:15]=[CH:16][CH:17]=2)=[O:10])=[CH:4][CH:3]=1. (7) Given the reactants [Cl:1][C:2]1[CH:3]=[CH:4][C:5]([C:17]#[N:18])=[C:6]([C:8]2[C:9]([C:15]#[N:16])=[CH:10][NH:11][C:12](=[O:14])[CH:13]=2)[CH:7]=1.Br[CH:20]([CH3:24])[C:21]([OH:23])=[O:22], predict the reaction product. The product is: [Cl:1][C:2]1[CH:3]=[CH:4][C:5]([C:17]#[N:18])=[C:6]([C:8]2[C:9]([C:15]#[N:16])=[CH:10][N:11]([CH:20]([CH3:24])[C:21]([OH:23])=[O:22])[C:12](=[O:14])[CH:13]=2)[CH:7]=1.